From a dataset of Forward reaction prediction with 1.9M reactions from USPTO patents (1976-2016). Predict the product of the given reaction. (1) Given the reactants [NH2:1][C@@H:2]1[CH2:7][CH2:6][CH2:5][N:4]([C:8]2[N:9]=[C:10]([NH:17][C:18]3[CH:23]=[CH:22][C:21]([CH:24]4[CH2:29][CH2:28][N:27]([CH:30]5[CH2:34][CH2:33][CH2:32][CH2:31]5)[CH2:26][CH2:25]4)=[CH:20][CH:19]=3)[C:11]([C:14]([NH2:16])=[O:15])=[N:12][CH:13]=2)[CH2:3]1.[CH:35](O)=[O:36].CCN(C(C)C)C(C)C.C1CN([P+](ON2N=NC3C=CC=CC2=3)(N2CCCC2)N2CCCC2)CC1.F[P-](F)(F)(F)(F)F, predict the reaction product. The product is: [CH:30]1([N:27]2[CH2:28][CH2:29][CH:24]([C:21]3[CH:20]=[CH:19][C:18]([NH:17][C:10]4[C:11]([C:14]([NH2:16])=[O:15])=[N:12][CH:13]=[C:8]([N:4]5[CH2:5][CH2:6][CH2:7][C@@H:2]([NH:1][CH:35]=[O:36])[CH2:3]5)[N:9]=4)=[CH:23][CH:22]=3)[CH2:25][CH2:26]2)[CH2:31][CH2:32][CH2:33][CH2:34]1. (2) Given the reactants N[C:2]1[S:3][C:4]([C:8]([O:10][CH2:11][CH3:12])=[O:9])=[C:5]([CH3:7])[N:6]=1.P(=O)(O)(O)O.[N+]([O-])(O)=O.N([O-])=O.[Na+].[BrH:26], predict the reaction product. The product is: [Br:26][C:2]1[S:3][C:4]([C:8]([O:10][CH2:11][CH3:12])=[O:9])=[C:5]([CH3:7])[N:6]=1. (3) Given the reactants [F:1][C:2]([F:22])([F:21])[O:3][C:4]1[CH:9]=[CH:8][C:7]([N:10]2[CH2:14][CH2:13][C:12]3([CH2:19][CH2:18][NH:17][CH2:16][CH2:15]3)[C:11]2=[O:20])=[CH:6][CH:5]=1.O=C(Cl)[O:25][C:26](Cl)(Cl)Cl.[CH3:31][NH:32][CH2:33][CH2:34][C:35]1[CH:40]=[CH:39][CH:38]=[CH:37][CH:36]=1, predict the reaction product. The product is: [CH3:31][N:32]([CH2:33][CH2:34][C:35]1[CH:40]=[CH:39][CH:38]=[CH:37][CH:36]=1)[C:26]([N:17]1[CH2:16][CH2:15][C:12]2([C:11](=[O:20])[N:10]([C:7]3[CH:8]=[CH:9][C:4]([O:3][C:2]([F:1])([F:21])[F:22])=[CH:5][CH:6]=3)[CH2:14][CH2:13]2)[CH2:19][CH2:18]1)=[O:25]. (4) Given the reactants [C:1]12([CH2:11][O:12][C:13]3[C:25](Br)=[CH:24][C:16]([C:17]([NH:19][S:20]([CH3:23])(=[O:22])=[O:21])=[O:18])=[C:15]([F:27])[CH:14]=3)[CH2:10][CH:5]3[CH2:6][CH:7]([CH2:9][CH:3]([CH2:4]3)[CH2:2]1)[CH2:8]2.C([Li])(C)(C)C.[CH:33](=[O:35])[CH3:34], predict the reaction product. The product is: [C:1]12([CH2:11][O:12][C:13]3[CH:25]=[CH:24][C:16]([C:17]([NH:19][S:20]([CH2:23][CH:33]([OH:35])[CH3:34])(=[O:22])=[O:21])=[O:18])=[C:15]([F:27])[CH:14]=3)[CH2:10][CH:5]3[CH2:6][CH:7]([CH2:9][CH:3]([CH2:4]3)[CH2:2]1)[CH2:8]2. (5) Given the reactants COCC(O)=O.[C:7]([OH:19])(=[O:18])[CH2:8][C:9]([CH2:14][C:15]([OH:17])=[O:16])([C:11]([OH:13])=[O:12])[OH:10].[Fe:20], predict the reaction product. The product is: [C:7]([OH:19])(=[O:18])[CH2:8][C:9]([CH2:14][C:15]([OH:17])=[O:16])([C:11]([OH:13])=[O:12])[OH:10].[Fe:20]. (6) Given the reactants [OH-].[Na+].C[O:4][C:5](=[O:18])[C:6]1[CH:11]=[CH:10][C:9]([N:12]2[CH2:16][CH2:15][CH2:14][C:13]2=[O:17])=[CH:8][CH:7]=1, predict the reaction product. The product is: [O:17]=[C:13]1[CH2:14][CH2:15][CH2:16][N:12]1[C:9]1[CH:10]=[CH:11][C:6]([C:5]([OH:18])=[O:4])=[CH:7][CH:8]=1. (7) Given the reactants [C:1]([O:6][CH3:7])(=[O:5])[CH2:2][CH:3]=[CH2:4].C(=O)([O-])[O-].[K+].[K+].Br[C:15]1[CH:22]=[CH:21][CH:20]=[CH:19][C:16]=1[CH2:17][OH:18].CN(C)C=O, predict the reaction product. The product is: [CH3:7][O:6][C:1](=[O:5])[CH2:2][CH2:3][CH2:4][C:15]1[CH:22]=[CH:21][CH:20]=[CH:19][C:16]=1[CH2:17][OH:18].